From a dataset of HIV replication inhibition screening data with 41,000+ compounds from the AIDS Antiviral Screen. Binary Classification. Given a drug SMILES string, predict its activity (active/inactive) in a high-throughput screening assay against a specified biological target. (1) The drug is O=S1(O)=NN=C(NCc2ccc(Cl)c(Cl)c2)c2ccccc21. The result is 0 (inactive). (2) The compound is Cc1cn(C2CC(=NO)C(CO)O2)c(=O)[nH]c1=O. The result is 1 (active).